Task: Predict the reaction yield, written as a fraction of the theoretical maximum amount of product (1.0 means a 100% yield; for example, 0.34 means a 34% yield).. Dataset: Reaction yield outcomes from USPTO patents with 853,638 reactions (1) The reactants are [OH:1][C@H:2]([CH3:6])[C:3](N)=O.F[B-](F)(F)F.C([O+](CC)CC)C.[CH:19]1([NH:25][C:26]2[C:31]([NH2:32])=[CH:30][N:29]=[C:28]3[CH:33]=[CH:34][S:35][C:27]=23)[CH2:24][CH2:23][CH2:22][CH2:21][CH2:20]1. The catalyst is O1CCCC1.C(O)C. The product is [CH:19]1([N:25]2[C:26]3=[C:27]4[S:35][CH:34]=[CH:33][C:28]4=[N:29][CH:30]=[C:31]3[N:32]=[C:3]2[C@H:2]([OH:1])[CH3:6])[CH2:20][CH2:21][CH2:22][CH2:23][CH2:24]1. The yield is 0.0200. (2) The reactants are O=[C:2]1[CH2:11][CH2:10][C:9]2[C:4](=[CH:5][CH:6]=[CH:7][CH:8]=2)[CH:3]1[C:12]([O:14]CC)=O.[NH:17]([C:19]1[CH:24]=[CH:23][CH:22]=[CH:21][N:20]=1)[NH2:18]. The catalyst is C(O)(=O)C. The yield is 0.280. The product is [N:20]1[CH:21]=[CH:22][CH:23]=[CH:24][C:19]=1[N:17]1[C:12]([OH:14])=[C:3]2[C:2]([CH2:11][CH2:10][C:9]3[CH:8]=[CH:7][CH:6]=[CH:5][C:4]=32)=[N:18]1. (3) The reactants are [C:1]([O:9][CH3:10])(=[O:8])[CH2:2][CH2:3][CH2:4][C:5]([O-:7])=O.CCN=C=NCCCN(C)C.C1C=CC2N(O)N=NC=2C=1.[CH:32]([NH:35][CH2:36][C@@H:37]1[C@H:41]2[O:42][C:43]([CH3:46])([CH3:45])[O:44][C@H:40]2[C@H:39]([N:47]2[CH:55]=[N:54][C:53]3[C:48]2=[N:49][CH:50]=[N:51][C:52]=3[NH2:56])[O:38]1)([CH3:34])[CH3:33]. The catalyst is C(Cl)Cl. The product is [NH2:56][C:52]1[N:51]=[CH:50][N:49]=[C:48]2[C:53]=1[N:54]=[CH:55][N:47]2[C@H:39]1[C@@H:40]2[O:44][C:43]([CH3:45])([CH3:46])[O:42][C@@H:41]2[C@@H:37]([CH2:36][N:35]([CH:32]([CH3:34])[CH3:33])[C:5](=[O:7])[CH2:4][CH2:3][CH2:2][C:1]([O:9][CH3:10])=[O:8])[O:38]1. The yield is 0.790. (4) The reactants are C([O:3][C:4]([C:6]1[C:7]([C:12]2[CH:17]=[CH:16][N:15]=[CH:14][N:13]=2)=[N:8][O:9][C:10]=1[CH3:11])=[O:5])C.COC(=O)C1C=CN=C(OCC2C(C3C=CC=CC=3)=NOC=2C)C=1. No catalyst specified. The product is [CH3:11][C:10]1[O:9][N:8]=[C:7]([C:12]2[CH:17]=[CH:16][N:15]=[CH:14][N:13]=2)[C:6]=1[C:4]([OH:5])=[O:3]. The yield is 0.730. (5) The catalyst is O. The yield is 0.970. The product is [Cl:1][C:2]1[CH:3]=[CH:4][C:5]2[N:11]([CH2:12][C:13]([CH3:19])([CH3:20])[CH2:14][OH:15])[C:10](=[O:21])[C@@H:9]([CH2:22][C:23]([NH:25][C:26]3[CH:27]=[C:28]([CH2:32][CH2:33][CH2:34][C:35]([OH:37])=[O:36])[CH:29]=[CH:30][CH:31]=3)=[O:24])[O:8][C@H:7]([C:40]3[CH:45]=[CH:44][CH:43]=[C:42]([O:46][CH3:47])[C:41]=3[O:48][CH3:49])[C:6]=2[CH:50]=1. The reactants are [Cl:1][C:2]1[CH:3]=[CH:4][C:5]2[N:11]([CH2:12][C:13]([CH3:20])([CH3:19])[CH2:14][O:15]C(=O)C)[C:10](=[O:21])[C@@H:9]([CH2:22][C:23]([NH:25][C:26]3[CH:27]=[C:28]([CH2:32][CH2:33][CH2:34][C:35]([O:37]CC)=[O:36])[CH:29]=[CH:30][CH:31]=3)=[O:24])[O:8][C@H:7]([C:40]3[CH:45]=[CH:44][CH:43]=[C:42]([O:46][CH3:47])[C:41]=3[O:48][CH3:49])[C:6]=2[CH:50]=1.[OH-].[Na+].C(O)C. (6) The yield is 0.749. The catalyst is C(#N)C. The reactants are [Cl:1][C:2]1[CH:10]=[CH:9][C:8]([OH:11])=[CH:7][C:3]=1[C:4]([NH2:6])=[O:5].CS(O[C@H:17]1[CH2:21][CH2:20][N:19]([C:22]([O:24][C:25]([CH3:28])([CH3:27])[CH3:26])=[O:23])[CH2:18]1)(=O)=O.C(=O)([O-])[O-].[Cs+].[Cs+]. The product is [C:4]([C:3]1[CH:7]=[C:8]([CH:9]=[CH:10][C:2]=1[Cl:1])[O:11][C@H:21]1[CH2:17][CH2:18][N:19]([C:22]([O:24][C:25]([CH3:28])([CH3:27])[CH3:26])=[O:23])[CH2:20]1)(=[O:5])[NH2:6]. (7) The reactants are [Cl:1][C:2]1[CH:3]=[C:4](C=O)[CH:5]=[C:6]2[C:10]=1[C:9](=[O:11])[N:8]([CH2:12][C:13]1[CH:18]=[CH:17][C:16]([O:19][C:20]([F:23])([F:22])[F:21])=[CH:15][CH:14]=1)[CH2:7]2.C(O)=O.[C:29]([O:33][C:34]([N:36]1[CH2:41][CH2:40][CH:39]([CH2:42][NH2:43])[CH2:38][CH2:37]1)=[O:35])([CH3:32])([CH3:31])[CH3:30].C([BH3-])#N.[Na+]. The catalyst is CO.O. The product is [C:29]([O:33][C:34]([N:36]1[CH2:41][CH2:40][CH:39]([CH2:42][NH:43][C:4]2[CH:5]=[C:6]3[C:10](=[C:2]([Cl:1])[CH:3]=2)[C:9](=[O:11])[N:8]([CH2:12][C:13]2[CH:18]=[CH:17][C:16]([O:19][C:20]([F:21])([F:23])[F:22])=[CH:15][CH:14]=2)[CH2:7]3)[CH2:38][CH2:37]1)=[O:35])([CH3:32])([CH3:31])[CH3:30]. The yield is 0.520. (8) The reactants are [NH:1]1[CH:5]=[CH:4][CH:3]=[C:2]1[C:6]1C(=O)[C:9](=[O:12])[C:8]2([CH2:17][CH2:16][CH2:15][CH2:14][CH2:13]2)[N:7]=1.[NH2:18][C@H:19]([CH2:23][OH:24])[CH:20]([CH3:22])[CH3:21].C(OCC)(=[O:27])C. No catalyst specified. The product is [NH:1]1[CH:5]=[CH:4][CH:3]=[C:2]1[C:6]([NH:7][C:8]1([C:9]([NH:18][C@H:19]([CH2:23][OH:24])[CH:20]([CH3:22])[CH3:21])=[O:12])[CH2:13][CH2:14][CH2:15][CH2:16][CH2:17]1)=[O:27]. The yield is 0.764. (9) The reactants are [CH2:1]([O:3][C:4](=[O:20])[CH:5]([N:9](C(OC(C)(C)C)=O)[CH:10]1[CH2:12][CH2:11]1)[C:6](=[O:8])[CH3:7])[CH3:2].[ClH:21].C(OCC)C. The catalyst is O1CCOCC1. The yield is 0.700. The product is [ClH:21].[CH2:1]([O:3][C:4](=[O:20])[CH:5]([NH:9][CH:10]1[CH2:11][CH2:12]1)[C:6](=[O:8])[CH3:7])[CH3:2]. (10) The reactants are NC1C2SC=C(C3C=C(NC(NC(C)C)=O)C=CC=3)C=2N=C(NC2C=C(OC)C(OC)=C(OC)C=2)N=1.[NH2:37][C:38]1[CH:39]=[C:40]([C:44]2[C:48]3[N:49]=[C:50]([Cl:54])[N:51]=[C:52]([NH2:53])[C:47]=3[S:46][CH:45]=2)[CH:41]=[CH:42][CH:43]=1.[CH3:55][S:56](Cl)(=[O:58])=[O:57]. No catalyst specified. The product is [NH2:53][C:52]1[C:47]2[S:46][CH:45]=[C:44]([C:40]3[CH:39]=[C:38]([NH:37][S:56]([CH3:55])(=[O:58])=[O:57])[CH:43]=[CH:42][CH:41]=3)[C:48]=2[N:49]=[C:50]([Cl:54])[N:51]=1. The yield is 0.930.